This data is from Drug-target binding data from BindingDB using Ki measurements. The task is: Regression. Given a target protein amino acid sequence and a drug SMILES string, predict the binding affinity score between them. We predict pKi (pKi = -log10(Ki in M); higher means stronger inhibition). Dataset: bindingdb_ki. (1) The small molecule is COC(=O)[C@@H](N)Cc1c[nH]cn1. The target protein (P16453) has sequence MMEPSEYHEYQARGKEMVDYICQYLSTVRERQVTPNVKPGYLRAQIPSSAPEEPDSWDSIFGDIEQIIMPGVVHWQSPHMHAYYPALTSWPSLLGDMLADAINCLGFTWASSPACTELEMNIMDWLAKMLGLPDFFLHHHPSSQGGGVLQRTVSESTLIALLAARKNKILEMKAHEPNADESSLNARLVAYASDQAHSSVEKAGLISLVKIKFLPVDDNFSLRGEALQKAIEEDKQQGLVPVFVCATLGTTGVCAFDKLSELGPICAREGLWLHVDAAYAGTAFLRPELRGFLKGIEYADSFTFNPSKWMMVHFDCTGFWVKDKYKLQQTFSVNPIYLRHANSGVATDFMHWQIPLSRRFRSIKLWFVIRSFGVKNLQAHVRHGTDMAKYFESLVRSDPVFEIPAERHLGLVVFRLKGPNCLTESVLKEIAKTGQVFLIPATIQDKLIIRFTVTSQFTTKDDILRDWNLIREAANLVLSQHCTSQPSPRAKNLIPPPVTR.... The pKi is 5.7. (2) The small molecule is ONC=Nc1ccc(N2CCOCC2)c(Cl)c1. The target protein (Q9JIR0) has sequence MEQLTTLPRLGDPGAMEPWALPAWQHWTQGQGCKPGDASASIAATPTALQVKGLRFEESSEPAGAHSPGPIRNTDPEGTETVLPKLGQQAESPGYSCSRLEGEDAQAYKAKFNIGFGDRPNLELLRALGELQQHCTILKEENQMLRKSSFPETEEKVRRLKRKNAELAVIAKRLEERAQKLQETNMRGGEVPLCPDPDPVWSCARKALARQRARDLSETATALLAKDKQNAALQRECRELQARLSLVGKEGPQWLHMRDFDRLLRESQREVLRLQRQIALRNQREPLRPARSQGSTAPSSVGAPAPGAPGETVLEDDVESPQVVLGEPEKQLRVQQLESELCKKRKKCESLEQEARKKQRRCEELELQLRAAQNENARLVEENSRLSGKATEKEQVEWENAELKGQLLGVTQERDSALRKSQGLQSKLESLEQVLEHMRKVAQRRQQLEEEHEQARLSLQEKQEEVRRLQQAQAEAKREHEGAVQLLESTLDSMQARVRE.... The pKi is 5.0. (3) The small molecule is Cc1cc(N2CC[C@@H](N3CCC[C@@H]3C)C2)ccc1NC(=O)C1CCOCC1. The target protein sequence is MERAPPDGPLNASGALAGEAAAAGGARGFSAAWTAVLAALMALLIVATVLGNALVMLAFVADSSLRTQNNFFLLNLAISDFLVGAFCIPLYVPYVLTGRWTFGRGLCKLWLVVDYLLCTSSAFNIVLISYDRFLSVTRAVSYRAQQGNTRRAVRKMLLVWVLAFLLYGPAILSWEYLSGGSSIPEGHCYAEFFYNWYFLITASTLEFFTPFLSVTFFNLSIYLNIQRRTRLRLDGAREAGGPEPPPEAQPSPPPPPGCWGCWQKGHGEAMPLHRYGVGEAAAGAEAGETALGGGGGGGSAASPTSSSGSSSRGTERPRSLKRGSKPSASSASLEKRMKMVSQSFTQRFRLSRDRKVAKSLAVIVSIFGLCWAPYTLLMIIRAACHGHCVPDYWYETSFWLLWANSAVNPVLYPLCHHSFRRAFTKLLCPQKLKIQPHSSLEQCWK. The pKi is 8.2. (4) The compound is CCCP(=O)(O)O. The target protein (P08289) has sequence MILPFLVLAIGTCLTNSFVPEKEKDPSYWRQQAQETLKNALKLQKLNTNVAKNIIMFLGDGMGVSTVTAARILKGQLHHNTGEETRLEMDKFPFVALSKTYNTNAQVPDSAGTATAYLCGVKANEGTVGVSAATERTRCNTTQGNEVTSILRWAKDAGKSVGIVTTTRVNHATPSAAYAHSADRDWYSDNEMPPEALSQGCKDIAYQLMHNIKDIDVIMGGGRKYMYPKNRTDVEYELDEKARGTRLDGLDLISIWKSFKPRHKHSHYVWNRTELLALDPSRVDYLLGLFEPGDMQYELNRNNLTDPSLSEMVEVALRILTKNPKGFFLLVEGGRIDHGHHEGKAKQALHEAVEMDEAIGKAGTMTSQKDTLTVVTADHSHVFTFGGYTPRGNSIFGLAPMVSDTDKKPFTAILYGNGPGYKVVDGERENVSMVDYAHNNYQAQSAVPLRHETHGGEDVAVFAKGPMAHLLHGVHEQNYIPHVMAYASCIGANLDHCAWA.... The pKi is 3.2. (5) The small molecule is CNCCCN1c2ccccc2CCc2ccccc21. The target is MLLARMKPQVQPELGGADQ. The pKi is 7.4. (6) The small molecule is C#CCCSc1c(CCCC)c(C)nc2ccc(OC)cc12. The target protein (O60551) has sequence MAEDSESAASQQSLELDDQDTCGIDGDNEEETEHAKGSPGGYLGAKKKKKKQKRKKEKPNSGGTKSDSASDSQEIKIQQPSKNPSVPMQKLQDIQRAMELLSACQGPARNIDEAAKHRYQFWDTQPVPKLDEVITSHGAIEPDKDNVRQEPYSLPQGFMWDTLDLSDAEVLKELYTLLNENYVEDDDNMFRFDYSPEFLLWALRPPGWLLQWHCGVRVSSNKKLVGFISAIPANIRIYDSVKKMVEINFLCVHKKLRSKRVAPVLIREITRRVNLEGIFQAVYTAGVVLPKPIATCRYWHRSLNPRKLVEVKFSHLSRNMTLQRTMKLYRLPDVTKTSGLRPMEPKDIKSVRELINTYLKQFHLAPVMDEEEVAHWFLPREHIIDTFVVESPNGKLTDFLSFYTLPSTVMHHPAHKSLKAAYSFYNIHTETPLLDLMSDALILAKSKGFDVFNALDLMENKTFLEKLKFGIGDGNLQYYLYNWRCPGTDSEKVGLVLQ. The pKi is 4.0. (7) The compound is Nc1c(Cl)cc(C(=O)N2C3CC4CC(C3)CC2C4)cc1Cl. The target protein (P16232) has sequence MKKYLLPVLVLCLGYYYSTNEEFRPEMLQGKKVIVTGASKGIGREMAYHLSKMGAHVVLTARSEEGLQKVVSRCLELGAASAHYIAGTMEDMAFAERFVVEAGKLLGGLDMLILNHITQTTMSLFHDDIHSVRRSMEVNFLSYVVLSTAALPMLKQSNGSIAIISSMAGKMTQPLIASYSASKFALDGFFSTIRKEHLMTKVNVSITLCVLGFIDTETALKETSGIILSQAAPKEECALEIIKGTVLRKDEVYYDKSSWTPLLLGNPGRRIMEFLSLRSYNRDLFVSN. The pKi is 8.4. (8) The compound is COc1cc(N)c(Cl)cc1C(=O)NC[C@@H]1CCN2CCC[C@@H]12. The target protein (P97288) has sequence MDKLDANVSSNEGFRSVEKVVLLTFLAVVILMAILGNLLVMVAVCRDRQLRKIKTNYFIVSLAFADLLVSVLVMPFGAIELVQDIWAYGEMFCLVRTSLDVLLTTASIFHLCCISLDRYYAICCQPLVYRNKMTPLRIALMLGGCWVLPMFISFLPIMQGWNNIGIVDVIEKRKFSHNSNSTWCVFMVNKPYAITCSVVAFYIPFLLMVLAYYRIYVTAKEHAQQIQMLQRAGATSESRPQPADQHSTHRMRTETKAAKTLCVIMGCFCFCWAPFFVTNIVDPFIDYTVPEQVWTAFLWLGYINSGLNPFLYAFLNKSFRRAFLIILCCDDERYKRPPILGQTVPCSTTTINGSTHVLRDTVECGGQWESRCHLTATSPLVAAQPSDT. The pKi is 7.3. (9) The pKi is 6.1. The small molecule is O=C1/C(=C/c2ccc(O)cc2)S/C(=N\c2ccccc2)N1Cc1ccco1. The target protein sequence is MSNIHDVVIIGSGPAAHTAAIYLGRSSLKPVMYEGFMAGGVAAGGQLTTTTIIENFPGFPNGIDGNELMMNMRTQSEKYGTTIITETIDHVDFSTQPFKLFTEEGKEVLTKSVIIATGATAKRMHVPGEDKYWQNGVSACAICDGAVPIFRNKVLMVVGGGDAAMEEALHLTKYGSKVIILHRRDAFRASKTMQERVLNHPKIEVIWNSELVELEGDGDLLNGAKIHNLVSGEYKVVPVAGLFYAIGHSPNSKFLGGQVKTADDGYILTEGPKTSVDGVFACGDVCDRVYRQAIVAAGSGCMAALSCEKWLQTH.